Dataset: Full USPTO retrosynthesis dataset with 1.9M reactions from patents (1976-2016). Task: Predict the reactants needed to synthesize the given product. (1) The reactants are: [CH2:1]([O:4][N:5]=[C:6]1[CH2:10][N:9]([C:11]([O:13]C(C)(C)C)=O)[C@H:8]([C:18]([OH:20])=O)[CH2:7]1)[CH:2]=[CH2:3].[CH2:21]([N:23]1[C:35]2[CH:34]=[CH:33][C:32]([NH2:36])=[CH:31][C:30]=2[C:29]2[C:24]1=[CH:25][CH:26]=[CH:27][CH:28]=2)[CH3:22]. Given the product [CH2:1]([O:4][N:5]=[C:6]1[CH2:10][N:9]([C:11]([C:33]2[CH:32]=[CH:31][C:30]([C:29]3[CH:24]=[CH:25][CH:26]=[CH:27][CH:28]=3)=[CH:35][CH:34]=2)=[O:13])[C@H:8]([C:18]([NH:36][C:32]2[CH:33]=[CH:34][C:35]3[N:23]([CH2:21][CH3:22])[C:24]4[C:29]([C:30]=3[CH:31]=2)=[CH:28][CH:27]=[CH:26][CH:25]=4)=[O:20])[CH2:7]1)[CH:2]=[CH2:3], predict the reactants needed to synthesize it. (2) Given the product [F:1][C:2]1[CH:3]=[CH:4][C:5]([O:9][CH3:10])=[C:6]([N:8]=[C:18]=[S:21])[CH:7]=1, predict the reactants needed to synthesize it. The reactants are: [F:1][C:2]1[CH:3]=[CH:4][C:5]([O:9][CH3:10])=[C:6]([NH2:8])[CH:7]=1.C(OC1C=C[C:18]([S:21](N)(=O)=O)=CC=1N=C=S)(C)C. (3) Given the product [NH2:4][CH:5]([C:21]1[CH:22]=[CH:23][C:24]([CH2:27][O:28][CH3:29])=[CH:25][CH:26]=1)[C:6]([NH:8][C:9]1[CH:14]=[C:13]([F:15])[C:12]([Si:16]([CH3:17])([CH3:18])[CH3:19])=[C:11]([F:20])[CH:10]=1)=[O:7], predict the reactants needed to synthesize it. The reactants are: C([N:4](CC=C)[CH:5]([C:21]1[CH:26]=[CH:25][C:24]([CH2:27][O:28][CH3:29])=[CH:23][CH:22]=1)[C:6]([NH:8][C:9]1[CH:14]=[C:13]([F:15])[C:12]([Si:16]([CH3:19])([CH3:18])[CH3:17])=[C:11]([F:20])[CH:10]=1)=[O:7])C=C.CN1C(=O)CC(=O)N(C)C1=O. (4) Given the product [CH2:37]([N:44]([CH2:45][C:46]1[CH:47]=[CH:48][C:49]([C:52]2[CH:57]=[CH:56][CH:55]=[CH:54][C:53]=2[C:58]2[N:62]([C:63]([C:64]3[CH:65]=[CH:66][CH:67]=[CH:68][CH:69]=3)([C:76]3[CH:77]=[CH:78][CH:79]=[CH:80][CH:81]=3)[C:70]3[CH:75]=[CH:74][CH:73]=[CH:72][CH:71]=3)[N:61]=[N:60][N:59]=2)=[CH:50][CH:51]=1)[C:35](=[O:20])[NH:32][C:3]1[C:7]([F:12])=[CH:8][C:9]([F:11])=[CH:10][C:2]=1[F:1])[CH2:38][CH2:39][CH2:40][CH2:41][CH2:42][CH3:43], predict the reactants needed to synthesize it. The reactants are: [F:1][C:2]1[CH:10]=[C:9]([F:11])[CH:8]=[C:7]([F:12])[C:3]=1C(O)=O.C1(P(N=[N+]=[N-])(C2C=CC=CC=2)=[O:20])C=CC=CC=1.C([N:32]([CH2:35]C)CC)C.[CH2:37]([NH:44][CH2:45][C:46]1[CH:51]=[CH:50][C:49]([C:52]2[CH:57]=[CH:56][CH:55]=[CH:54][C:53]=2[C:58]2[N:62]([C:63]([C:76]3[CH:81]=[CH:80][CH:79]=[CH:78][CH:77]=3)([C:70]3[CH:75]=[CH:74][CH:73]=[CH:72][CH:71]=3)[C:64]3[CH:69]=[CH:68][CH:67]=[CH:66][CH:65]=3)[N:61]=[N:60][N:59]=2)=[CH:48][CH:47]=1)[CH2:38][CH2:39][CH2:40][CH2:41][CH2:42][CH3:43]. (5) Given the product [F:1][C:2]1[CH:7]=[CH:6][C:5]([C:8]([CH3:20])([CH3:19])[CH2:9][NH:10][C:11]2[CH:18]=[CH:17][C:14]([C:15]([NH2:16])=[O:22])=[CH:13][N:12]=2)=[CH:4][CH:3]=1, predict the reactants needed to synthesize it. The reactants are: [F:1][C:2]1[CH:7]=[CH:6][C:5]([C:8]([CH3:20])([CH3:19])[CH2:9][NH:10][C:11]2[CH:18]=[CH:17][C:14]([C:15]#[N:16])=[CH:13][N:12]=2)=[CH:4][CH:3]=1.C([O-])([O-])=[O:22].[K+].[K+].OO. (6) Given the product [O:77]1[CH2:51][CH2:50][CH:49]([CH:7]2[CH2:6][CH2:5][S:4][CH2:3][CH2:2][NH:1][C:33](=[O:35])[C:23]3[C:22](=[CH:26][NH:25][N:24]=3)[NH:21][C:19](=[O:20])[C:17]3=[N:18][C:13](=[CH:14][CH:15]=[CH:16]3)[C:11]3=[CH:12][N:8]2[N:9]=[CH:10]3)[CH2:48][CH2:47]1, predict the reactants needed to synthesize it. The reactants are: [NH2:1][CH2:2][CH2:3][S:4][CH2:5][CH2:6][CH2:7][N:8]1[CH:12]=[C:11]([C:13]2[N:18]=[C:17]([C:19]([NH:21][C:22]3[C:23]([C:33]([O-:35])=O)=[N:24][N:25](C4CCOCC4)[CH:26]=3)=[O:20])[CH:16]=[CH:15][CH:14]=2)[CH:10]=[N:9]1.[Li+].F[P-](F)(F)(F)(F)F.N1(O[P+](N(C)C)(N(C)C)N(C)C)[C:48]2[CH:49]=[CH:50][CH:51]=C[C:47]=2N=N1.C(N(C(C)C)C(C)C)C.CN(C=[O:77])C. (7) Given the product [NH2:7][CH2:8][CH2:9][CH2:10][N:11]([CH2:16][C:17]1[CH:22]=[CH:21][CH:20]=[C:19]([C:23]2[CH:28]=[CH:27][N:26]=[C:25]([NH:39][CH2:38][CH2:37][C:34]3[CH:35]=[CH:36][C:31]([CH3:40])=[CH:32][CH:33]=3)[N:24]=2)[CH:18]=1)[S:12]([CH3:15])(=[O:13])=[O:14], predict the reactants needed to synthesize it. The reactants are: C(OC(=O)[NH:7][CH2:8][CH2:9][CH2:10][N:11]([CH2:16][C:17]1[CH:22]=[CH:21][CH:20]=[C:19]([C:23]2[CH:28]=[CH:27][N:26]=[C:25](Cl)[N:24]=2)[CH:18]=1)[S:12]([CH3:15])(=[O:14])=[O:13])(C)(C)C.[C:31]1([CH3:40])[CH:36]=[CH:35][C:34]([CH2:37][CH2:38][NH2:39])=[CH:33][CH:32]=1.